From a dataset of Catalyst prediction with 721,799 reactions and 888 catalyst types from USPTO. Predict which catalyst facilitates the given reaction. (1) Reactant: [C:1]12([CH2:15][CH2:14][C:13]3[C:8](=[CH:9][C:10]([OH:16])=[CH:11][CH:12]=3)[O:7]1)[CH2:6][CH2:5][CH2:4][CH2:3][CH2:2]2.CCN(CC)CC.C1(N([S:31]([C:34]([F:37])([F:36])[F:35])(=[O:33])=[O:32])[S:31]([C:34]([F:37])([F:36])[F:35])(=[O:33])=[O:32])C=CC=CC=1. Product: [F:35][C:34]([F:37])([F:36])[S:31]([O:16][C:10]1[CH:9]=[C:8]2[C:13]([CH2:14][CH2:15][C:1]3([O:7]2)[CH2:6][CH2:5][CH2:4][CH2:3][CH2:2]3)=[CH:12][CH:11]=1)(=[O:33])=[O:32]. The catalyst class is: 2. (2) Reactant: [BH4-].[Na+].[CH2:3]([N:10]1[CH2:15][CH2:14][N:13]2[N:16]=[C:17]([C:19](OCC)=[O:20])[CH:18]=[C:12]2[C:11]1=[O:24])[C:4]1[CH:9]=[CH:8][CH:7]=[CH:6][CH:5]=1.CO.Cl. Product: [CH2:3]([N:10]1[CH2:15][CH2:14][N:13]2[N:16]=[C:17]([CH2:19][OH:20])[CH:18]=[C:12]2[C:11]1=[O:24])[C:4]1[CH:5]=[CH:6][CH:7]=[CH:8][CH:9]=1. The catalyst class is: 34. (3) Reactant: C(O)(C(F)(F)F)=O.[C:8]([C:10]1[N:11]([C:51]2[CH:56]=[CH:55][CH:54]=[CH:53][C:52]=2[C:57]#[N:58])[C:12]2[C:17]([C:18]=1[CH2:19][N:20]1[C:31](=[O:32])[C@@H:30]([NH:33][C:34](=[O:46])[C@@H:35]([N:37](C)[C:38](=O)OC(C)(C)C)[CH3:36])[C:24]3([CH2:29][CH2:28][O:27][CH2:26][CH2:25]3)[O:23][C:22]3[CH:47]=[CH:48][CH:49]=[CH:50][C:21]1=3)=[CH:16][CH:15]=[CH:14][CH:13]=2)#[N:9].C([O-])(O)=O.[Na+].O. Product: [C:8]([C:10]1[N:11]([C:51]2[CH:56]=[CH:55][CH:54]=[CH:53][C:52]=2[C:57]#[N:58])[C:12]2[C:17]([C:18]=1[CH2:19][N:20]1[C:31](=[O:32])[C@@H:30]([NH:33][C:34](=[O:46])[C@@H:35]([NH:37][CH3:38])[CH3:36])[C:24]3([CH2:25][CH2:26][O:27][CH2:28][CH2:29]3)[O:23][C:22]3[CH:47]=[CH:48][CH:49]=[CH:50][C:21]1=3)=[CH:16][CH:15]=[CH:14][CH:13]=2)#[N:9]. The catalyst class is: 2. (4) Reactant: [OH:1][CH2:2][C:3]([CH2:7][OH:8])([CH2:5][OH:6])[CH3:4].CO[C:11]([CH3:13])=[CH2:12].S(=O)(=O)(O)O. Product: [CH3:4][C:3]1([CH2:7][OH:8])[CH2:5][O:6][C:11]([CH3:13])([CH3:12])[O:1][CH2:2]1. The catalyst class is: 21. (5) Reactant: C([Li])CCC.[CH2:6]([NH:13][Si](C)(C)C)[C:7]1[CH:12]=[CH:11][CH:10]=[CH:9][CH:8]=1.CO[C@H:21]([C:22]1[CH:27]=[CH:26][CH:25]=[CH:24][CH:23]=1)[C@H:21](OC)[C:22]1[CH:27]=[CH:26][CH:25]=[CH:24][CH:23]=1.[C:36]([O:46][C:47]([CH3:50])([CH3:49])[CH3:48])(=[O:45])[CH:37]=[CH:38][C:39]1[CH:44]=[CH:43][CH:42]=[CH:41][CH:40]=1.Cl[Si](C)(C)C. Product: [CH2:6]([N:13]([CH2:21][C:22]1[CH:27]=[CH:26][CH:25]=[CH:24][CH:23]=1)[CH:38]([C:39]1[CH:40]=[CH:41][CH:42]=[CH:43][CH:44]=1)[CH2:37][C:36]([O:46][C:47]([CH3:50])([CH3:49])[CH3:48])=[O:45])[C:7]1[CH:12]=[CH:11][CH:10]=[CH:9][CH:8]=1. The catalyst class is: 11. (6) Reactant: Br[C:2]1[CH:3]=[C:4]([CH:20]=[CH:21][C:22]=1[O:23][CH3:24])[CH:5]=[C:6]1[C:14]2[C:9](=[CH:10][C:11]([NH:15][C:16](=[O:18])[CH3:17])=[CH:12][CH:13]=2)[NH:8][C:7]1=[O:19].C(=O)([O-])[O-].[Na+].[Na+].[C:31]([NH:34][C:35]1[CH:36]=[C:37](B(O)O)[CH:38]=[CH:39][CH:40]=1)(=[O:33])[CH3:32].O. Product: [C:31]([NH:34][C:35]1[CH:40]=[C:39]([C:2]2[C:22]([O:23][CH3:24])=[CH:21][CH:20]=[C:4]([CH:5]=[C:6]3[C:14]4[C:9](=[CH:10][C:11]([NH:15][C:16](=[O:18])[CH3:17])=[CH:12][CH:13]=4)[NH:8][C:7]3=[O:19])[CH:3]=2)[CH:38]=[CH:37][CH:36]=1)(=[O:33])[CH3:32]. The catalyst class is: 335.